From a dataset of Forward reaction prediction with 1.9M reactions from USPTO patents (1976-2016). Predict the product of the given reaction. (1) Given the reactants CC[C:3]1[C:8]([C:9]#[N:10])=[C:7]([NH:11][CH2:12][C:13]([OH:15])=[O:14])[CH:6]=[CH:5][N:4]=1.[O-][CH2:17][CH3:18].[Na+], predict the reaction product. The product is: [CH2:17]([O:15][C:13]([C:12]1[NH:11][C:7]2[CH:6]=[CH:5][N:4]=[CH:3][C:8]=2[C:9]=1[NH2:10])=[O:14])[CH3:18]. (2) Given the reactants [CH2:1]([NH:3][C:4]([C:6]1[N:10]2[C:11](=[O:27])[CH:12]=[C:13]([CH2:15][C:16]3[CH:21]=[CH:20][CH:19]=[C:18]([C:22]([F:25])([F:24])[F:23])[C:17]=3[F:26])[N:14]=[C:9]2[S:8][C:7]=1[C:28]([O:30]C)=[O:29])=[O:5])[CH3:2].[OH-].[Li+].Cl, predict the reaction product. The product is: [CH2:1]([NH:3][C:4]([C:6]1[N:10]2[C:11](=[O:27])[CH:12]=[C:13]([CH2:15][C:16]3[CH:21]=[CH:20][CH:19]=[C:18]([C:22]([F:24])([F:25])[F:23])[C:17]=3[F:26])[N:14]=[C:9]2[S:8][C:7]=1[C:28]([OH:30])=[O:29])=[O:5])[CH3:2]. (3) Given the reactants C(Cl)(=O)C(Cl)=O.CS(C)=O.[Br:11][C:12]1[CH:17]=[CH:16][C:15]([C:18]2[NH:22][CH:21]3[CH2:23][CH2:24][CH2:25][CH2:26][CH:20]3[N:19]=2)=[CH:14][CH:13]=1.C(N(CC)CC)C, predict the reaction product. The product is: [Br:11][C:12]1[CH:13]=[CH:14][C:15]([C:18]2[NH:19][C:20]3[CH2:26][CH2:25][CH2:24][CH2:23][C:21]=3[N:22]=2)=[CH:16][CH:17]=1. (4) Given the reactants C=O.[C:3]([O:7][C:8]([NH:10][CH2:11][CH2:12][C:13]1[N:14]=[C:15](/[CH:18]=[CH:19]/[C:20]2[CH:25]=[CH:24][CH:23]=[CH:22][CH:21]=2)[O:16][CH:17]=1)=[O:9])([CH3:6])([CH3:5])[CH3:4].[C:26](OCC)(=O)C.C(=O)([O-])O.[Na+], predict the reaction product. The product is: [C:3]([O:7][C:8]([N:10]1[CH2:11][CH2:12][C:13]2[N:14]=[C:15](/[CH:18]=[CH:19]/[C:20]3[CH:25]=[CH:24][CH:23]=[CH:22][CH:21]=3)[O:16][C:17]=2[CH2:26]1)=[O:9])([CH3:6])([CH3:4])[CH3:5]. (5) Given the reactants C(=O)([O-])[O-].[Na+].[Na+].[OH:7][C:8]1[CH:9]=[CH:10][C:11]([CH3:14])=[N:12][CH:13]=1.[I:15]I.[I-].[K+], predict the reaction product. The product is: [I:15][C:13]1[C:8]([OH:7])=[CH:9][CH:10]=[C:11]([CH3:14])[N:12]=1. (6) Given the reactants ClCCl.C[O:5][C:6]1[C:15]2[C:10](=[C:11]([CH2:16][CH3:17])[CH:12]=[CH:13][CH:14]=2)[CH:9]=[CH:8][CH:7]=1.B(Br)(Br)Br, predict the reaction product. The product is: [CH2:16]([C:11]1[CH:12]=[CH:13][CH:14]=[C:15]2[C:10]=1[CH:9]=[CH:8][CH:7]=[C:6]2[OH:5])[CH3:17]. (7) The product is: [N:5]1[CH:6]=[CH:7][CH:8]=[CH:9][C:4]=1[CH:1]([OH:3])[CH3:2]. Given the reactants [C:1]([C:4]1[CH:9]=[CH:8][CH:7]=[CH:6][N:5]=1)(=[O:3])[CH3:2].[BH4-].[Na+].[Cl-].[NH4+], predict the reaction product. (8) Given the reactants [C:1]([C@@H:3]1[C@@H:10]2[C@@H:6]([O:7]C(C)(C)[O:9]2)[C@H:5]([N:13]2[CH:21]=[N:20][C:19]3[C:14]2=[N:15][CH:16]=[N:17][C:18]=3C2CCCC2O)[O:4]1)#[CH:2].[C:28]([OH:31])(=O)[CH3:29].O, predict the reaction product. The product is: [C:1]([C@H:3]1[O:4][C@@H:5]([N:13]2[CH:21]=[N:20][C:19]3[C:14]2=[N:15][CH:16]=[N:17][C:18]=3[NH:13][CH:5]2[CH2:6][CH2:10][CH2:29][CH:28]2[OH:31])[C@H:6]([OH:7])[C@@H:10]1[OH:9])#[CH:2]. (9) Given the reactants Cl.[NH2:2][C@H:3]1[CH2:8][CH2:7][C@H:6]([NH:9][C:10]([C:12]2[C:16]3=[N:17][CH:18]=[CH:19][C:20]([C:21]4[CH:26]=[C:25]([F:27])[C:24]([O:28][CH3:29])=[CH:23][C:22]=4[O:30][CH2:31][CH:32]4[CH2:34][CH2:33]4)=[C:15]3[NH:14][C:13]=2[CH3:35])=[O:11])[CH2:5][CH2:4]1.[C:36](Cl)(=[O:38])[CH3:37], predict the reaction product. The product is: [C:36]([NH:2][C@H:3]1[CH2:8][CH2:7][C@H:6]([NH:9][C:10]([C:12]2[C:16]3=[N:17][CH:18]=[CH:19][C:20]([C:21]4[CH:26]=[C:25]([F:27])[C:24]([O:28][CH3:29])=[CH:23][C:22]=4[O:30][CH2:31][CH:32]4[CH2:33][CH2:34]4)=[C:15]3[NH:14][C:13]=2[CH3:35])=[O:11])[CH2:5][CH2:4]1)(=[O:38])[CH3:37]. (10) Given the reactants [OH:1][C@H:2]1[C@@H:6]([CH2:7][NH:8][C:9]([O:11][CH2:12][C:13]2[CH:18]=[CH:17][CH:16]=[CH:15][CH:14]=2)=[O:10])[CH2:5][N:4](C(OC(C)(C)C)=O)[CH2:3]1.C(O)(C(F)(F)F)=O.CC[NH+](CC)CC.CC[NH+](CC)CC.C([O-])([O-])=O, predict the reaction product. The product is: [OH:1][C@H:2]1[CH2:3][NH:4][CH2:5][C@H:6]1[CH2:7][NH:8][C:9](=[O:10])[O:11][CH2:12][C:13]1[CH:18]=[CH:17][CH:16]=[CH:15][CH:14]=1.